From a dataset of Forward reaction prediction with 1.9M reactions from USPTO patents (1976-2016). Predict the product of the given reaction. (1) Given the reactants [CH3:1][C:2]1([CH3:26])[C:10]2[C:5](=[CH:6][C:7]([N+:22]([O-:24])=[O:23])=[C:8]([NH:11][C:12](=[O:21])[C:13]3[CH:18]=[CH:17][C:16]([O:19][CH3:20])=[CH:15][CH:14]=3)[CH:9]=2)[NH:4][C:3]1=[O:25].Cl[C:28]([O:30][C:31]1[CH:36]=[CH:35][C:34]([N+:37]([O-:39])=[O:38])=[CH:33][CH:32]=1)=[O:29].CCN(CC)CC, predict the reaction product. The product is: [N+:37]([C:34]1[CH:33]=[CH:32][C:31]([O:30][C:28]([N:4]2[C:5]3[C:10](=[CH:9][C:8]([NH:11][C:12](=[O:21])[C:13]4[CH:14]=[CH:15][C:16]([O:19][CH3:20])=[CH:17][CH:18]=4)=[C:7]([N+:22]([O-:24])=[O:23])[CH:6]=3)[C:2]([CH3:26])([CH3:1])[C:3]2=[O:25])=[O:29])=[CH:36][CH:35]=1)([O-:39])=[O:38]. (2) Given the reactants [Cl:1][C:2]1[CH:3]=[C:4]([CH:16]=[CH:17][CH:18]=1)[O:5][C:6]1[CH:7]=[C:8]2[C:12](=[CH:13][CH:14]=1)[NH:11][N:10]=[C:9]2[I:15].[CH3:19]C([O-])(C)C.[K+].CI.ClC1C=C(C=CC=1)OC1C=C2C(=CC=1)N(C)N=C2I, predict the reaction product. The product is: [Cl:1][C:2]1[CH:3]=[C:4]([CH:16]=[CH:17][CH:18]=1)[O:5][C:6]1[CH:14]=[CH:13][C:12]2[C:8](=[C:9]([I:15])[N:10]([CH3:19])[N:11]=2)[CH:7]=1. (3) Given the reactants [Cl:1][C:2]1[C:3]([N:8]2[C:12](F)=[C:11]([C:14]([F:17])([F:16])[F:15])[C:10]([C:18]([F:24])([F:23])[C:19]([F:22])([F:21])[F:20])=[N:9]2)=[N:4][CH:5]=[CH:6][CH:7]=1.[C-:25]#[N:26].[Na+].O.C(OCC)C, predict the reaction product. The product is: [Cl:1][C:2]1[C:3]([N:8]2[C:12]([C:25]#[N:26])=[C:11]([C:14]([F:15])([F:17])[F:16])[C:10]([C:18]([F:23])([F:24])[C:19]([F:20])([F:21])[F:22])=[N:9]2)=[N:4][CH:5]=[CH:6][CH:7]=1. (4) Given the reactants [C:1]([O:5][C:6](=[O:17])[NH:7][CH2:8][C:9]1[CH:14]=[CH:13][C:12]([CH2:15][OH:16])=[CH:11][CH:10]=1)([CH3:4])([CH3:3])[CH3:2].C(=O)=O.CC(C)=O.CC(OI1(OC(C)=O)(OC(C)=O)OC(=O)C2C=CC=CC1=2)=O.C(=O)(O)[O-].[Na+].S([O-])([O-])=O.[Na+].[Na+], predict the reaction product. The product is: [C:1]([O:5][C:6](=[O:17])[NH:7][CH2:8][C:9]1[CH:10]=[CH:11][C:12]([CH:15]=[O:16])=[CH:13][CH:14]=1)([CH3:4])([CH3:2])[CH3:3]. (5) Given the reactants [OH-].[Na+].C([O:5][C:6]([C:8]1[CH:12]=[C:11]([CH2:13][CH2:14][CH:15]=[C:16]([CH3:18])[CH3:17])[NH:10][N:9]=1)=[O:7])C, predict the reaction product. The product is: [CH3:17][C:16]([CH3:18])=[CH:15][CH2:14][CH2:13][C:11]1[NH:10][N:9]=[C:8]([C:6]([OH:7])=[O:5])[CH:12]=1. (6) The product is: [CH3:14][O:15][CH2:16][O:17][C:18]1[CH:23]=[C:22]([O:24][CH2:25][O:26][CH3:27])[CH:21]=[CH:20][C:19]=1[CH:28]1[CH2:33][CH2:32][C:31](=[CH:5][C:3]#[N:4])[CH2:30][CH2:29]1. Given the reactants [H-].[Na+].[C:3]([CH2:5]P(=O)(OCC)OCC)#[N:4].[CH3:14][O:15][CH2:16][O:17][C:18]1[CH:23]=[C:22]([O:24][CH2:25][O:26][CH3:27])[CH:21]=[CH:20][C:19]=1[CH:28]1[CH2:33][CH2:32][C:31](=O)[CH2:30][CH2:29]1.O, predict the reaction product. (7) Given the reactants [Cl:1][C:2]1[CH:3]=[C:4]([C:9]([N:11]2[CH2:18][CH:17]3[CH:13]([CH2:14][NH:15][CH2:16]3)[CH2:12]2)=[O:10])[CH:5]=[CH:6][C:7]=1[Cl:8].CCN([CH2:24][CH3:25])CC.[S:26](Cl)(Cl)(=[O:28])=[O:27], predict the reaction product. The product is: [Cl:1][C:2]1[CH:3]=[C:4]([C:9]([N:11]2[CH2:12][CH:13]3[CH:17]([CH2:16][N:15]([S:26]([CH:24]=[CH2:25])(=[O:28])=[O:27])[CH2:14]3)[CH2:18]2)=[O:10])[CH:5]=[CH:6][C:7]=1[Cl:8]. (8) Given the reactants Br[C:2]1[CH:11]=[CH:10][C:5]([C:6]([O:8][CH3:9])=[O:7])=[CH:4][C:3]=1[C:12]([F:15])([F:14])[F:13].[CH2:16]([C:18]1[CH:23]=[CH:22][CH:21]=[CH:20][C:19]=1B(O)O)[CH3:17].[F-].[Cs+].C1(P(C2CCCCC2)C2C=CC=CC=2C2C(OC)=CC=CC=2OC)CCCCC1, predict the reaction product. The product is: [CH2:16]([C:18]1[CH:23]=[CH:22][CH:21]=[CH:20][C:19]=1[C:2]1[CH:11]=[CH:10][C:5]([C:6]([O:8][CH3:9])=[O:7])=[CH:4][C:3]=1[C:12]([F:15])([F:14])[F:13])[CH3:17]. (9) Given the reactants Cl[C:2]1[N:3]=[CH:4][C:5]2[C:6]([CH2:27][C:28]([OH:30])=[O:29])=[C:7]3[N:12]([C:13]=2[CH:14]=1)[CH2:11][CH:10]([N:15]([S:17]([C:20]1[CH:25]=[CH:24][C:23]([F:26])=[CH:22][CH:21]=1)(=[O:19])=[O:18])[CH3:16])[CH2:9][CH2:8]3, predict the reaction product. The product is: [F:26][C:23]1[CH:22]=[CH:21][C:20]([S:17]([N:15]([CH3:16])[CH:10]2[CH2:9][CH2:8][C:7]3[N:12]([C:4]4[N:3]=[CH:2][CH:14]=[CH:13][C:5]=4[C:6]=3[CH2:27][C:28]([OH:30])=[O:29])[CH2:11]2)(=[O:18])=[O:19])=[CH:25][CH:24]=1. (10) Given the reactants [CH3:1][N:2]1[C:7]2=[CH:8][N:9]([C@@H:17]([CH2:28][CH2:29][C:30]([O:32]CC3C=CC=CC=3)=[O:31])[C:18]([O:20]CC3C=CC=CC=3)=[O:19])[C:10]([C:11]3[CH:16]=[CH:15][CH:14]=[CH:13][CH:12]=3)=[C:6]2[C:5](=[O:40])[N:4]([CH3:41])[C:3]1=[O:42], predict the reaction product. The product is: [CH3:1][N:2]1[C:7]2=[CH:8][N:9]([C@@H:17]([CH2:28][CH2:29][C:30]([OH:32])=[O:31])[C:18]([OH:20])=[O:19])[C:10]([C:11]3[CH:16]=[CH:15][CH:14]=[CH:13][CH:12]=3)=[C:6]2[C:5](=[O:40])[N:4]([CH3:41])[C:3]1=[O:42].